This data is from Reaction yield outcomes from USPTO patents with 853,638 reactions. The task is: Predict the reaction yield, written as a fraction of the theoretical maximum amount of product (1.0 means a 100% yield; for example, 0.34 means a 34% yield). (1) The yield is 0.790. The reactants are [C:1]([O:5][C:6]([NH:8][C:9]1[CH:10]=[CH:11][C:12]([CH2:25][C:26]#[N:27])=[C:13]([CH:24]=1)[CH2:14][N:15]([CH3:23])[C:16](=[O:22])[O:17][C:18]([CH3:21])([CH3:20])[CH3:19])=[O:7])([CH3:4])([CH3:3])[CH3:2].[C:28](=O)([O-])[O-].[K+].[K+].C=O.C(N(CCOCCOC)CCOCCOC)COCCOC. The product is [C:1]([O:5][C:6]([NH:8][C:9]1[CH:10]=[CH:11][C:12]([C:25]([C:26]#[N:27])=[CH2:28])=[C:13]([CH:24]=1)[CH2:14][N:15]([CH3:23])[C:16](=[O:22])[O:17][C:18]([CH3:19])([CH3:20])[CH3:21])=[O:7])([CH3:4])([CH3:2])[CH3:3]. The catalyst is C1(C)C=CC=CC=1.CCOC(C)=O.O. (2) The reactants are Cl.[N:2]1[N:3]=[CH:4][N:5]2[CH:10]=[CH:9][N:8]=[C:7]([N:11]3[CH2:15][CH2:14][C@H:13]([NH2:16])[CH2:12]3)[C:6]=12.[C:17]1([N:23]2[CH:27]=[C:26]([C:28](O)=[O:29])[N:25]=[CH:24]2)[CH:22]=[CH:21][CH:20]=[CH:19][CH:18]=1.C(N(CC)C(C)C)C.CN(C(ON1N=NC2C=CC=NC1=2)=[N+](C)C)C.F[P-](F)(F)(F)(F)F. The catalyst is CN(C=O)C.C(OCC)(=O)C. The product is [N:2]1[N:3]=[CH:4][N:5]2[CH:10]=[CH:9][N:8]=[C:7]([N:11]3[CH2:15][CH2:14][C@H:13]([NH:16][C:28]([C:26]4[N:25]=[CH:24][N:23]([C:17]5[CH:18]=[CH:19][CH:20]=[CH:21][CH:22]=5)[CH:27]=4)=[O:29])[CH2:12]3)[C:6]=12. The yield is 0.670.